This data is from Forward reaction prediction with 1.9M reactions from USPTO patents (1976-2016). The task is: Predict the product of the given reaction. (1) Given the reactants [CH3:1][C:2]1[S:6][C:5](B(O)O)=[CH:4][CH:3]=1.Br[C:11]1[S:19][C:18]2[C:13](=[N:14][CH:15]=[CH:16][C:17]=2[NH:20][C:21]2[CH:22]=[C:23]3[C:27](=[CH:28][CH:29]=2)[NH:26][C:25]([CH3:30])=[CH:24]3)[CH:12]=1, predict the reaction product. The product is: [CH3:30][C:25]1[NH:26][C:27]2[C:23]([CH:24]=1)=[CH:22][C:21]([NH:20][C:17]1[CH:16]=[CH:15][N:14]=[C:13]3[CH:12]=[C:11]([C:5]4[S:6][C:2]([CH3:1])=[CH:3][CH:4]=4)[S:19][C:18]=13)=[CH:29][CH:28]=2. (2) Given the reactants C(NCC)C.[Li]CCCC.[C:11]1([PH2:17])[CH:16]=[CH:15][CH:14]=[CH:13][CH:12]=1.C1(P(C2C=CC=CC=2)(O[CH:27]([C:29]2[CH:34]=[CH:33][CH:32]=[CH:31][C:30]=2[CH:35](OP(C2C=CC=CC=2)(C2C=CC=CC=2)=O)[CH3:36])[CH3:28])=O)C=CC=CC=1.[OH-].[Na+], predict the reaction product. The product is: [CH3:36][CH:35]1[C:30]2[C:29](=[CH:34][CH:33]=[CH:32][CH:31]=2)[CH:27]([CH3:28])[P:17]1[C:11]1[CH:16]=[CH:15][CH:14]=[CH:13][CH:12]=1. (3) Given the reactants [C:1]([O:5][C:6]([N:8]1[CH2:24][CH2:23][C:11]2([CH2:15][N:14]([C:16]3[N:21]=[CH:20][C:19](Br)=[CH:18][N:17]=3)[CH2:13][CH2:12]2)[CH2:10][CH2:9]1)=[O:7])([CH3:4])([CH3:3])[CH3:2].[Li]CCCC.[CH3:30][S:31]SC, predict the reaction product. The product is: [C:1]([O:5][C:6]([N:8]1[CH2:24][CH2:23][C:11]2([CH2:15][N:14]([C:16]3[N:21]=[CH:20][C:19]([S:31][CH3:30])=[CH:18][N:17]=3)[CH2:13][CH2:12]2)[CH2:10][CH2:9]1)=[O:7])([CH3:4])([CH3:3])[CH3:2]. (4) Given the reactants [C:1]([C:4]1[C:12]2[C:7](=[CH:8][C:9]([Cl:13])=[CH:10][CH:11]=2)[N:6]([CH2:14][C:15]([OH:17])=O)[N:5]=1)(=[O:3])[NH2:2].FC(F)(F)C(O)=O.[F:25][C:26](=[C:37]([CH3:39])[CH3:38])[CH2:27][NH:28][C:29]([C@@H:31]1[CH2:36][C@@H:35]2[C@@H:33]([CH2:34]2)[NH:32]1)=[O:30].C(P1(=O)OP(CCC)(=O)OP(CCC)(=O)O1)CC.CCN(C(C)C)C(C)C, predict the reaction product. The product is: [NH3:2].[Cl:13][C:9]1[CH:8]=[C:7]2[C:12]([C:4]([C:1]([NH2:2])=[O:3])=[N:5][N:6]2[CH2:14][C:15]([N:32]2[C@H:31]([C:29](=[O:30])[NH:28][CH2:27][C:26]([F:25])=[C:37]([CH3:39])[CH3:38])[CH2:36][C@@H:35]3[C@H:33]2[CH2:34]3)=[O:17])=[CH:11][CH:10]=1. (5) Given the reactants Cl.[NH2:2][CH2:3][C:4]([CH3:10])([CH3:9])[C:5]([O:7][CH3:8])=[O:6].[C:11]([O-])(O)=[O:12].[Na+].ClC(Cl)(OC(=O)OC(Cl)(Cl)Cl)Cl, predict the reaction product. The product is: [N:2]([CH2:3][C:4]([CH3:10])([CH3:9])[C:5]([O:7][CH3:8])=[O:6])=[C:11]=[O:12]. (6) Given the reactants Br[C:2]1[CH:3]=[C:4]([CH:25]=[CH:26][N:27]=1)[C:5]([NH:7][C:8]1[S:9][C:10]2[C:11]([N:19]3[CH2:24][CH2:23][O:22][CH2:21][CH2:20]3)=[N:12][CH:13]=[C:14]([O:17][CH3:18])[C:15]=2[N:16]=1)=[O:6].[C:28](=[O:31])([O-])[O-].[Cs+].[Cs+], predict the reaction product. The product is: [CH3:18][O:17][C:14]1[C:15]2[N:16]=[C:8]([NH:7][C:5](=[O:6])[C:4]3[CH:25]=[CH:26][N:27]=[C:2]([N:7]4[CH2:8][CH2:28][O:31][CH2:4][CH2:5]4)[CH:3]=3)[S:9][C:10]=2[C:11]([N:19]2[CH2:24][CH2:23][O:22][CH2:21][CH2:20]2)=[N:12][CH:13]=1.